From a dataset of Reaction yield outcomes from USPTO patents with 853,638 reactions. Predict the reaction yield, written as a fraction of the theoretical maximum amount of product (1.0 means a 100% yield; for example, 0.34 means a 34% yield). (1) The reactants are [Cl-].[NH4+].[CH3:3][O:4][C:5]1[C:6]([O:27][CH3:28])=[CH:7][C:8]2[S:12][C:11](/[CH:13]=[CH:14]/[CH:15]=[CH:16]/[C:17]3[CH:22]=[CH:21][C:20]([N+:23]([O-])=O)=[CH:19][CH:18]=3)=[N:10][C:9]=2[CH:26]=1. The catalyst is [Fe].CCO. The product is [CH3:3][O:4][C:5]1[C:6]([O:27][CH3:28])=[CH:7][C:8]2[S:12][C:11](/[CH:13]=[CH:14]/[CH:15]=[CH:16]/[C:17]3[CH:22]=[CH:21][C:20]([NH2:23])=[CH:19][CH:18]=3)=[N:10][C:9]=2[CH:26]=1. The yield is 0.880. (2) The reactants are [BH4-].[Li+].[C:3]([O:7][C:8]([NH:10][C:11]1[C:12]([NH:16][C:17]([C:19]2[CH:24]=[CH:23][C:22]([C:25](OC)=[O:26])=[CH:21][N:20]=2)=[O:18])=[CH:13][S:14][CH:15]=1)=[O:9])([CH3:6])([CH3:5])[CH3:4].O1CCOCC1.C(O)(=O)CC(CC(O)=O)(C(O)=O)O. The catalyst is C1COCC1.O. The product is [C:3]([O:7][C:8]([NH:10][C:11]1[C:12]([NH:16][C:17]([C:19]2[CH:24]=[CH:23][C:22]([CH2:25][OH:26])=[CH:21][N:20]=2)=[O:18])=[CH:13][S:14][CH:15]=1)=[O:9])([CH3:6])([CH3:4])[CH3:5]. The yield is 0.950.